From a dataset of Reaction yield outcomes from USPTO patents with 853,638 reactions. Predict the reaction yield, written as a fraction of the theoretical maximum amount of product (1.0 means a 100% yield; for example, 0.34 means a 34% yield). (1) The reactants are [Br:1][C:2]1[C:8]([C:9]([F:12])([F:11])[F:10])=[CH:7][C:5]([NH2:6])=[CH:4][C:3]=1[Cl:13].[C:14](N1C=CN=C1)(N1C=CN=C1)=[S:15]. The catalyst is C(Cl)Cl. The product is [Br:1][C:2]1[C:8]([C:9]([F:10])([F:11])[F:12])=[CH:7][C:5]([N:6]=[C:14]=[S:15])=[CH:4][C:3]=1[Cl:13]. The yield is 0.710. (2) The reactants are [NH2:1][C:2]1[CH:9]=[CH:8][CH:7]=[C:6]([O:10][CH2:11][CH2:12][O:13][CH2:14][CH2:15][O:16][CH2:17][CH3:18])[C:3]=1[C:4]#[N:5].[S:19](Cl)(=[O:22])(=[O:21])[NH2:20]. No catalyst specified. The product is [S:19]([NH:1][C:2]1[CH:9]=[CH:8][CH:7]=[C:6]([O:10][CH2:11][CH2:12][O:13][CH2:14][CH2:15][O:16][CH2:17][CH3:18])[C:3]=1[C:4]#[N:5])(=[O:22])(=[O:21])[NH2:20]. The yield is 0.690. (3) The yield is 0.730. The product is [OH:13][C:14]([CH3:53])([CH2:51][CH3:52])[CH2:15][O:16][C@H:17]1[CH2:22][CH2:21][C@H:20]([N:23]2[C:28](=[O:29])[C:27]([CH2:30][C:31]3[CH:36]=[CH:35][C:34]([C:37]4[CH:42]=[CH:41][CH:40]=[CH:39][C:38]=4[C:43]4[NH:3][C:4](=[O:7])[O:5][N:44]=4)=[CH:33][CH:32]=3)=[C:26]([CH2:45][CH2:46][CH3:47])[N:25]3[N:48]=[CH:49][N:50]=[C:24]23)[CH2:19][CH2:18]1. The catalyst is O.C(OCC)(=O)C. The reactants are [Cl-].O[NH3+:3].[C:4](=[O:7])([O-])[OH:5].[Na+].CS(C)=O.[OH:13][C:14]([CH3:53])([CH2:51][CH3:52])[CH2:15][O:16][C@H:17]1[CH2:22][CH2:21][C@H:20]([N:23]2[C:28](=[O:29])[C:27]([CH2:30][C:31]3[CH:36]=[CH:35][C:34]([C:37]4[C:38]([C:43]#[N:44])=[CH:39][CH:40]=[CH:41][CH:42]=4)=[CH:33][CH:32]=3)=[C:26]([CH2:45][CH2:46][CH3:47])[N:25]3[N:48]=[CH:49][N:50]=[C:24]23)[CH2:19][CH2:18]1. (4) The product is [CH3:1][C:2]1[CH:7]=[CH:6][C:5]([S:8]([O:11][CH2:12][C@@H:13]2[C@@H:14]([CH2:15][O:16][S:17]([C:20]3[CH:21]=[CH:22][C:23]([CH3:26])=[CH:24][CH:25]=3)(=[O:19])=[O:18])[O:27][CH2:33][O:28]2)(=[O:9])=[O:10])=[CH:4][CH:3]=1. The catalyst is C(OC(C)C)(=O)C. The reactants are [CH3:1][C:2]1[CH:7]=[CH:6][C:5]([S:8]([O:11][CH2:12][C@@H:13]([OH:28])[C@H:14]([OH:27])[CH2:15][O:16][S:17]([C:20]2[CH:25]=[CH:24][C:23]([CH3:26])=[CH:22][CH:21]=2)(=[O:19])=[O:18])(=[O:10])=[O:9])=[CH:4][CH:3]=1.B(F)(F)F.[CH3:33]COCC.COCOC. The yield is 0.910. (5) The reactants are CO[C:3](=O)[CH2:4][NH:5][C:6](=[O:37])[C:7]1[CH:12]=[C:11]([Cl:13])[C:10]([O:14][C:15]2[CH:20]=[CH:19][N:18]=[CH:17][C:16]=2[C:21]([N:23]2[C:32]3[C:27](=[CH:28][CH:29]=[CH:30][CH:31]=3)[N:26]([CH:33]3[CH2:35][CH2:34]3)[CH2:25][CH2:24]2)=[O:22])=[CH:9][C:8]=1[Cl:36].NCC1[NH:45][N:44]=[N:43][N:42]=1. No catalyst specified. The product is [Cl:36][C:8]1[CH:9]=[C:10]([O:14][C:15]2[CH:20]=[CH:19][N:18]=[CH:17][C:16]=2[C:21]([N:23]2[C:32]3[C:27](=[CH:28][CH:29]=[CH:30][CH:31]=3)[N:26]([CH:33]3[CH2:35][CH2:34]3)[CH2:25][CH2:24]2)=[O:22])[C:11]([Cl:13])=[CH:12][C:7]=1[C:6]([NH:5][CH2:4][C:3]1[NH:45][N:44]=[N:43][N:42]=1)=[O:37]. The yield is 0.580. (6) The reactants are C([O:8][C:9]1[CH:34]=[C:33]([CH2:35][CH3:36])[CH:32]=[CH:31][C:10]=1[O:11][C:12]1[CH:17]=[CH:16][C:15]([S:18]([NH:21][CH2:22][CH2:23][C:24]2[CH:29]=[CH:28][CH:27]=[CH:26][N:25]=2)(=[O:20])=[O:19])=[CH:14][C:13]=1[F:30])C1C=CC=CC=1.O1CCCC1. The catalyst is C(O)C. The product is [CH2:35]([C:33]1[CH:32]=[CH:31][C:10]([O:11][C:12]2[CH:17]=[CH:16][C:15]([S:18]([NH:21][CH2:22][CH2:23][C:24]3[CH:29]=[CH:28][CH:27]=[CH:26][N:25]=3)(=[O:20])=[O:19])=[CH:14][C:13]=2[F:30])=[C:9]([OH:8])[CH:34]=1)[CH3:36]. The yield is 0.620. (7) The reactants are C1(P(C2C=CC=CC=2)C2C=CC=CC=2)C=CC=CC=1.[N:20]1[CH:25]=[C:24](B(O)O)[CH:23]=[N:22][CH:21]=1.C([O-])([O-])=O.[Na+].[Na+].[CH3:35][O:36][C:37]([C:39]1[N:40]([CH2:60][CH2:61][F:62])[CH:41]=[C:42]([C:44]2([C:52]3[CH:57]=[CH:56][C:55]([F:58])=[C:54](Br)[CH:53]=3)[C:48](=[O:49])[N:47]([CH3:50])[C:46]([NH2:51])=[N:45]2)[CH:43]=1)=[O:38]. The catalyst is C(Cl)(Cl)Cl.C1C=CC(/C=C/C(/C=C/C2C=CC=CC=2)=O)=CC=1.C1C=CC(/C=C/C(/C=C/C2C=CC=CC=2)=O)=CC=1.C1C=CC(/C=C/C(/C=C/C2C=CC=CC=2)=O)=CC=1.[Pd].[Pd].CO.CCOC(C)=O.CCOC(C)=O.C1(C)C=CC=CC=1.CO. The product is [CH3:35][O:36][C:37]([C:39]1[N:40]([CH2:60][CH2:61][F:62])[CH:41]=[C:42]([C:44]2([C:52]3[CH:57]=[CH:56][C:55]([F:58])=[C:54]([C:24]4[CH:25]=[N:20][CH:21]=[N:22][CH:23]=4)[CH:53]=3)[C:48](=[O:49])[N:47]([CH3:50])[C:46]([NH2:51])=[N:45]2)[CH:43]=1)=[O:38]. The yield is 0.640.